From a dataset of Experimentally validated miRNA-target interactions with 360,000+ pairs, plus equal number of negative samples. Binary Classification. Given a miRNA mature sequence and a target amino acid sequence, predict their likelihood of interaction. (1) The miRNA is hsa-miR-4312 with sequence GGCCUUGUUCCUGUCCCCA. The protein sequence of the target gene is MTSLPCPLPGRDASKAVFPDLAPVPSVAAAYPLGLSPTTAASPNLSYSRPYGHLLSYPYTEPANPGDSYLSCQQPAALSQPLCGPAEHPQELEADSEKPRLSPEPSERRPQAPAKKLRKPRTIYSSLQLQHLNQRFQHTQYLALPERAQLAAQLGLTQTQVKIWFQNKRSKYKKLLKQNSGGQEGDFPGRTFSVSPCSPPLPSLWDLPKAGTLPTSGYGNSFGAWYQHHSSDVLASPQMM. Result: 0 (no interaction). (2) The miRNA is cel-miR-58a-3p with sequence UGAGAUCGUUCAGUACGGCAAU. The protein sequence of the target gene is MSVHESSNEINDEPMDTDSNIPESSGNDPSMEVDDEPESSDAADSFKRFERLLQKTENFSHCLSSGDAKLATGAPVDTKKRGRPSKKNGIDGDHRHRKTEQEEDEEMVADAIKSDDLVIFDKSPFYIENGEMRDYQVRGLNWLASLQHNKINGILADEMGLGKTLQTISMIGYMKHYKNKASPHLVIVPKSTLQNWANEFKKWCPSINAVVLIGDEAARNQVLRDVILPQKFDVCCTTYEMMLKVKTQLKKLNWRYIIIDEAHRIKNEKSKLSETVRELNSENRLLITGTPLQNNLHELW.... Result: 1 (interaction). (3) Result: 0 (no interaction). The miRNA is mmu-miR-133b-3p with sequence UUUGGUCCCCUUCAACCAGCUA. The protein sequence of the target gene is MQRAWILLTLGLMACVSAETRTELTSDKDMYLDNSSIEEASGVYPIDDDDYSSASGSGADEDIESPVLTTSQLIPRIPLTSAASPKVETMTLKTQSITPAQTESPEETDKEEVDISEAEEKLGPAIKSTDVYTEKHSDNLFKRTEVLAAVIAGGVIGFLFAIFLILLLVYRMRKKDEGSYDLGERKPSSAAYQKAPTKEFYA. (4) The protein sequence of the target gene is MISRHLQNNLMSVDPASSQAMELSDVTLIEGVGNEVMVVAGVVVLILALVLAWLSTYVADSGSNQLLGAIVSAGDTSVLHLGHVDHLVAGQGNPEPTELPHPSEGNDEKAEEAGEGRGDSTGEAGAGGGVEPSLEHLLDIQGLPKRQAGAGSSSPEAPLRSEDSTCLPPSPGLITVRLKFLNDTEELAVARPEDTVGALKSKYFPGQESQMKLIYQGRLLQDPARTLRSLNITDNCVIHCHRSPPGSAVPGPSASLAPSATEPPSLGVNVGSLMVPVFVVLLGVVWYFRINYRQFFTAPA.... The miRNA is hsa-miR-18a-5p with sequence UAAGGUGCAUCUAGUGCAGAUAG. Result: 1 (interaction). (5) Result: 0 (no interaction). The protein sequence of the target gene is MGVQGFQEFLEKRCPGAVVPVDLLKLARTVSRQQQQQHLHRQLPPTAALAPGAPRAARGSVPLQPPLPPAALGAYSGGAGPIRHHHPAHHFHHHGQAQPGLHPPLPPPPPPQLPGARVLVDAGSALPRLYGGYQTDWVCGGQWNAMLGYLSALCQACAYPGGDGLELVVMFPGGLGKDRLAEWGRRCQAERQTAQLIVGHVGNKGTPPPRAWFLPPACLSHCVRLALIRFRVKVFQSLEDHHLEVVAFFRENGFHGLLAHDSEYALYNIPSYYSSHALKLSWNGKNLTTNQFLMQEVAKQ.... The miRNA is hsa-miR-2054 with sequence CUGUAAUAUAAAUUUAAUUUAUU. (6) The miRNA is mmu-miR-466b-3p with sequence AUACAUACACGCACACAUAAGA. The protein sequence of the target gene is MPDQALQQMLDRSCWVCFATDEDDRTAEWVRPCRCRGSTKWVHQACLQRWVDEKQRGNSTARVACPQCNAEYLIVFPKLGPVVYVLDLADRLISKACPFAAAGIMVGSIYWTAVTYGAVTVMQVVGHKEGLDVMERADPLFLLIGLPTIPVMLILGKMIRWEDYVLRLWRKYSNKLQILNSIFPGIGCPVPRIPAEANPLADHVSATRILCGALVFPTIATIVGKLMFSSVNSNLQRTILGGIAFVAIKGAFKVYFKQQQYLRQAHRKILNYPEQEEA. Result: 1 (interaction). (7) The miRNA is hsa-miR-5705 with sequence UGUUUCGGGGCUCAUGGCCUGUG. The protein sequence of the target gene is MDLVGVSSPEPGPAAAWGPSKCPWATPQNTVSCSLTEVMSEELAKELQLEEEAAAFPEVVVAEGPFISGENIDTSSDLMLAQMLQMEFDREYDAQLRREEKKFNGDSKVSISFENYRKVHPFEDSDSSEDEVDWQDTRDDPYRPAKPIPTPKKGFIGKGKDITTKHDEVVCGRKNTARMENFAPGFQVGDGIGMDLKLSNHVFNALKQHAYSEERRSARLHEKKEHSTAEKAVDPKTRLLMYKMVNSGMLETITGCISTGKESVVFHAYGGSLEDEKEDGKAIPTECAIKVFKTTLNEFK.... Result: 0 (no interaction).